Regression. Given two drug SMILES strings and cell line genomic features, predict the synergy score measuring deviation from expected non-interaction effect. From a dataset of NCI-60 drug combinations with 297,098 pairs across 59 cell lines. (1) Drug 1: C1=NC(=NC(=O)N1C2C(C(C(O2)CO)O)O)N. Drug 2: C1=CC=C(C=C1)NC(=O)CCCCCCC(=O)NO. Cell line: NCI-H460. Synergy scores: CSS=67.6, Synergy_ZIP=-3.69, Synergy_Bliss=-1.82, Synergy_Loewe=-1.22, Synergy_HSA=1.05. (2) Drug 1: C#CCC(CC1=CN=C2C(=N1)C(=NC(=N2)N)N)C3=CC=C(C=C3)C(=O)NC(CCC(=O)O)C(=O)O. Drug 2: N.N.Cl[Pt+2]Cl. Cell line: UACC-257. Synergy scores: CSS=17.3, Synergy_ZIP=-2.17, Synergy_Bliss=1.74, Synergy_Loewe=1.15, Synergy_HSA=1.98.